Dataset: Peptide-MHC class I binding affinity with 185,985 pairs from IEDB/IMGT. Task: Regression. Given a peptide amino acid sequence and an MHC pseudo amino acid sequence, predict their binding affinity value. This is MHC class I binding data. The peptide sequence is SRGDKQRGGK. The MHC is Mamu-B08 with pseudo-sequence Mamu-B08. The binding affinity (normalized) is 0.251.